The task is: Predict the product of the given reaction.. This data is from Forward reaction prediction with 1.9M reactions from USPTO patents (1976-2016). (1) Given the reactants [NH2:1][C@@H:2]([C:11]1[CH:16]=[CH:15][CH:14]=[CH:13][CH:12]=1)[C@H:3]([C:5]1[CH:10]=[CH:9][CH:8]=[CH:7][CH:6]=1)[OH:4].Br[C:18]([C:27]1[CH:32]=[CH:31][CH:30]=[CH:29][CH:28]=1)=[C:19]([N+:25]#[C-:26])[C:20]([O:22][CH2:23][CH3:24])=[O:21].C(=O)(O)[O-].[Na+], predict the reaction product. The product is: [OH:4][C@@H:3]([C:5]1[CH:10]=[CH:9][CH:8]=[CH:7][CH:6]=1)[C@H:2]([N:1]1[C:18]([C:27]2[CH:28]=[CH:29][CH:30]=[CH:31][CH:32]=2)=[C:19]([C:20]([O:22][CH2:23][CH3:24])=[O:21])[N:25]=[CH:26]1)[C:11]1[CH:16]=[CH:15][CH:14]=[CH:13][CH:12]=1. (2) Given the reactants [CH3:1][N:2]1[C:6]([CH2:7][CH2:8][OH:9])=[CH:5][CH:4]=[N:3]1.C(N(CC)CC)C.[CH3:17][S:18](Cl)(=[O:20])=[O:19].O, predict the reaction product. The product is: [CH3:17][S:18]([O:9][CH2:8][CH2:7][C:6]1[N:2]([CH3:1])[N:3]=[CH:4][CH:5]=1)(=[O:20])=[O:19]. (3) Given the reactants [C:1](O)(=[O:10])[CH:2]=[CH:3][C:4]1[CH:9]=[CH:8][CH:7]=[CH:6][CH:5]=1.[Br:12][C:13]1[CH:18]=[CH:17][C:16]([OH:19])=[CH:15][CH:14]=1.S(=O)(=O)(O)O.C1(C)C=CC=CC=1, predict the reaction product. The product is: [Br:12][C:13]1[CH:18]=[C:17]2[C:16](=[CH:15][CH:14]=1)[O:19][C:1](=[O:10])[CH2:2][CH:3]2[C:4]1[CH:9]=[CH:8][CH:7]=[CH:6][CH:5]=1. (4) Given the reactants [NH:1]1[CH2:6][CH2:5][CH:4]([N:7]2[C:15]3[C:10](=[CH:11][CH:12]=[C:13]([C:16]([NH2:18])=[O:17])[CH:14]=3)[CH:9]=[CH:8]2)[CH2:3][CH2:2]1.[CH2:19]([O:26][C:27]1[CH:32]=[CH:31][CH:30]=[C:29]([O:33][CH3:34])[C:28]=1[CH2:35][CH:36]=O)[C:20]1[CH:25]=[CH:24][CH:23]=[CH:22][CH:21]=1.C(O[BH-](OC(=O)C)OC(=O)C)(=O)C.[Na+].C(=O)(O)[O-].[Na+], predict the reaction product. The product is: [CH2:19]([O:26][C:27]1[CH:32]=[CH:31][CH:30]=[C:29]([O:33][CH3:34])[C:28]=1[CH2:35][CH2:36][N:1]1[CH2:2][CH2:3][CH:4]([N:7]2[C:15]3[C:10](=[CH:11][CH:12]=[C:13]([C:16]([NH2:18])=[O:17])[CH:14]=3)[CH:9]=[CH:8]2)[CH2:5][CH2:6]1)[C:20]1[CH:21]=[CH:22][CH:23]=[CH:24][CH:25]=1. (5) Given the reactants S(=O)(=O)(O)[OH:2].[Cl:6][C:7]1[C:8]([CH3:19])=[C:9]([N:13]=[C:14](Cl)[CH:15]=NO)[CH:10]=[CH:11][CH:12]=1.[OH2:20], predict the reaction product. The product is: [Cl:6][C:7]1[C:8]([CH3:19])=[C:9]2[C:10]([C:15](=[O:2])[C:14](=[O:20])[NH:13]2)=[CH:11][CH:12]=1. (6) Given the reactants [Cl:1][C:2]1[CH:3]=[C:4]([C@@H:8]([OH:27])[CH2:9][N:10]([CH2:18][CH2:19][C:20]2[CH:25]=[CH:24][C:23]([OH:26])=[CH:22][CH:21]=2)[C:11](=[O:17])[O:12][C:13]([CH3:16])([CH3:15])[CH3:14])[CH:5]=[CH:6][CH:7]=1.C(=O)([O-])[O-].[K+].[K+].[Cl:34][C:35]1[CH:36]=[C:37]([C:42]([O:44][CH3:45])=[O:43])[CH:38]=[N:39][C:40]=1Cl, predict the reaction product. The product is: [C:13]([O:12][C:11]([N:10]([CH2:9][C@@H:8]([C:4]1[CH:5]=[CH:6][CH:7]=[C:2]([Cl:1])[CH:3]=1)[OH:27])[CH2:18][CH2:19][C:20]1[CH:25]=[CH:24][C:23]([O:26][C:40]2[C:35]([Cl:34])=[CH:36][C:37]([C:42]([O:44][CH3:45])=[O:43])=[CH:38][N:39]=2)=[CH:22][CH:21]=1)=[O:17])([CH3:16])([CH3:14])[CH3:15]. (7) Given the reactants [Br:1][C:2]1[CH:9]=[C:8]([CH2:10][CH2:11][OH:12])[CH:7]=[CH:6][C:3]=1[C:4]#[N:5].CC(OI1(OC(C)=O)(OC(C)=O)OC(=O)C2C=CC=CC1=2)=O, predict the reaction product. The product is: [Br:1][C:2]1[CH:9]=[C:8]([CH2:10][CH:11]=[O:12])[CH:7]=[CH:6][C:3]=1[C:4]#[N:5]. (8) Given the reactants Br[C:2]1[N:3]([CH2:20][CH3:21])[C:4]([C:13]2[CH:18]=[CH:17][C:16]([Cl:19])=[CH:15][CH:14]=2)=[C:5]([C:7]2[CH:12]=[CH:11][N:10]=[CH:9][CH:8]=2)[N:6]=1.[CH2:22]([C:24]([CH2:26][CH3:27])=[O:25])[CH3:23], predict the reaction product. The product is: [Cl:19][C:16]1[CH:17]=[CH:18][C:13]([C:4]2[N:3]([CH2:20][CH3:21])[C:2]([C:24]([OH:25])([CH2:26][CH3:27])[CH2:22][CH3:23])=[N:6][C:5]=2[C:7]2[CH:12]=[CH:11][N:10]=[CH:9][CH:8]=2)=[CH:14][CH:15]=1.